From a dataset of Catalyst prediction with 721,799 reactions and 888 catalyst types from USPTO. Predict which catalyst facilitates the given reaction. (1) Reactant: [OH:1][CH2:2][C:3]([CH2:8][OH:9])([CH2:6][OH:7])[CH2:4][OH:5].[C:10]1([S:16](Cl)(=[O:18])=[O:17])[CH:15]=[CH:14][CH:13]=[CH:12][CH:11]=1.Cl. Product: [C:10]1([S:16]([O:1][CH2:2][C:3]([CH2:8][O:9][S:16]([C:10]2[CH:15]=[CH:14][CH:13]=[CH:12][CH:11]=2)(=[O:18])=[O:17])([CH2:6][O:7][S:16]([C:10]2[CH:15]=[CH:14][CH:13]=[CH:12][CH:11]=2)(=[O:18])=[O:17])[CH2:4][O:5][S:16]([C:10]2[CH:15]=[CH:14][CH:13]=[CH:12][CH:11]=2)(=[O:18])=[O:17])(=[O:18])=[O:17])[CH:15]=[CH:14][CH:13]=[CH:12][CH:11]=1. The catalyst class is: 17. (2) Reactant: [Cl:1][C:2]1[CH:7]=[CH:6][C:5]([N:8]2[CH:12]=[C:11]([CH2:13][C:14]([OH:16])=O)[N:10]=[C:9]2[C:17]2[CH:22]=[CH:21][CH:20]=[CH:19][C:18]=2[O:23][CH3:24])=[CH:4][CH:3]=1.Cl.CN(C)CCCN=C=NCC.[C:37]1([NH2:44])[CH:42]=[CH:41][CH:40]=[CH:39][C:38]=1[NH2:43]. Product: [NH2:43][C:38]1[CH:39]=[CH:40][CH:41]=[CH:42][C:37]=1[NH:44][C:14](=[O:16])[CH2:13][C:11]1[N:10]=[C:9]([C:17]2[CH:22]=[CH:21][CH:20]=[CH:19][C:18]=2[O:23][CH3:24])[N:8]([C:5]2[CH:6]=[CH:7][C:2]([Cl:1])=[CH:3][CH:4]=2)[CH:12]=1. The catalyst class is: 17. (3) Reactant: [F:1][C:2]([F:31])([F:30])[C:3]1[C:7]([CH2:8][N:9]2C(=O)C3C(=CC=CC=3)C2=O)=[CH:6][N:5]([CH:20]2[CH2:25][CH2:24][CH:23]([C:26]([F:29])([F:28])[F:27])[CH2:22][CH2:21]2)[N:4]=1.NN.O. Product: [F:31][C:2]([F:1])([F:30])[C:3]1[C:7]([CH2:8][NH2:9])=[CH:6][N:5]([CH:20]2[CH2:21][CH2:22][CH:23]([C:26]([F:27])([F:28])[F:29])[CH2:24][CH2:25]2)[N:4]=1. The catalyst class is: 5. (4) Reactant: [F:1][C:2]([F:17])([F:16])[CH2:3][NH:4][C:5]1[C:10]([NH2:11])=[CH:9][C:8]([C:12]([F:15])([F:14])[F:13])=[CH:7][N:6]=1.[CH2:18]([S:20][C:21]1[C:22]([C:27](O)=[O:28])=[N:23][CH:24]=[CH:25][CH:26]=1)[CH3:19].CCN=C=NCCCN(C)C.C1C=CC2N(O)N=NC=2C=1.C(O)(=O)CC(CC(O)=O)(C(O)=O)O. Product: [F:17][C:2]([F:1])([F:16])[CH2:3][NH:4][C:5]1[C:10]([NH:11][C:27]([C:22]2[C:21]([S:20][CH2:18][CH3:19])=[CH:26][CH:25]=[CH:24][N:23]=2)=[O:28])=[CH:9][C:8]([C:12]([F:13])([F:14])[F:15])=[CH:7][N:6]=1. The catalyst class is: 17. (5) Reactant: [Cl:1][C:2]1[N:6]([CH2:7][CH2:8][OH:9])[C:5]2[C:10]([CH:15]([CH2:18][CH3:19])[CH2:16][CH3:17])=[CH:11][CH:12]=[C:13]([Cl:14])[C:4]=2[N:3]=1.C1(P(C2C=CC=CC=2)C2C=CC=CC=2)C=CC=CC=1.[CH3:39][O:40][C:41]1[CH:48]=[CH:47][C:44]([CH2:45]O)=[CH:43][CH:42]=1.N(C(OCC)=O)=NC(OCC)=O. Product: [Cl:1][C:2]1[N:6]([CH2:7][CH2:8][O:9][CH2:45][C:44]2[CH:47]=[CH:48][C:41]([O:40][CH3:39])=[CH:42][CH:43]=2)[C:5]2[C:10]([CH:15]([CH2:18][CH3:19])[CH2:16][CH3:17])=[CH:11][CH:12]=[C:13]([Cl:14])[C:4]=2[N:3]=1. The catalyst class is: 30. (6) Reactant: [Br:1]Br.[Cl:3][C:4]1[CH:9]=[CH:8][C:7]([CH2:10][C:11]([C:13]2[CH:18]=[CH:17][C:16]([Cl:19])=[CH:15][C:14]=2[Cl:20])=[O:12])=[CH:6][CH:5]=1.O. Product: [Br:1][CH:10]([C:7]1[CH:8]=[CH:9][C:4]([Cl:3])=[CH:5][CH:6]=1)[C:11]([C:13]1[CH:18]=[CH:17][C:16]([Cl:19])=[CH:15][C:14]=1[Cl:20])=[O:12]. The catalyst class is: 15. (7) Reactant: [NH2:1][C:2]1[N:3]=[C:4]([NH2:23])[C:5]2[C:10]([CH2:11][NH:12][C:13]3[CH:22]=[CH:21][C:20]4[C:15](=[CH:16][CH:17]=[CH:18][CH:19]=4)[CH:14]=3)=[CH:9][O:8][C:6]=2[N:7]=1.[CH2:24]=O.[C-]#N.[Na+].Cl. Product: [NH2:1][C:2]1[N:3]=[C:4]([NH2:23])[C:5]2[C:10]([CH2:11][N:12]([C:13]3[CH:22]=[CH:21][C:20]4[C:15](=[CH:16][CH:17]=[CH:18][CH:19]=4)[CH:14]=3)[CH3:24])=[CH:9][O:8][C:6]=2[N:7]=1. The catalyst class is: 10. (8) Reactant: Br[C:2]1[CH:20]=[CH:19][C:5]([O:6][C:7]2[CH:14]=[CH:13][C:10]([C:11]#[N:12])=[CH:9][C:8]=2[CH2:15][NH:16][CH:17]=[O:18])=[CH:4][C:3]=1[CH2:21][O:22]C1CCCCO1.[B:29]1(B2OC(C)(C)C(C)(C)O2)OC(C)(C)C(C)(C)[O:30]1.C([O-])(=O)C.[K+]. Product: [C:11]([C:10]1[CH:13]=[CH:14][C:7]([O:6][C:5]2[CH:19]=[CH:20][C:2]3[B:29]([OH:30])[O:22][CH2:21][C:3]=3[CH:4]=2)=[C:8]([CH2:15][NH:16][CH:17]=[O:18])[CH:9]=1)#[N:12]. The catalyst class is: 75. (9) Reactant: Br[C:2]1[C:9]([O:10][CH3:11])=[C:8]([O:12][CH3:13])[CH:7]=[CH:6][C:3]=1[CH:4]=[O:5].[CH3:14][S:15][C:16]1[CH:21]=[CH:20][C:19](B(O)O)=[CH:18][CH:17]=1.C(=O)([O-])[O-].[Na+].[Na+].C(O)C. Product: [CH3:13][O:12][C:8]1[C:9]([O:10][CH3:11])=[CH:2][C:3]([CH:4]=[O:5])=[C:6]([C:19]2[CH:20]=[CH:21][C:16]([S:15][CH3:14])=[CH:17][CH:18]=2)[CH:7]=1. The catalyst class is: 93. (10) Reactant: [C:1]([C:3]1[C:4]([NH:44][CH2:45][CH2:46][O:47][CH3:48])=[CH:5][C:6]([NH:9][C:10]([N:12]2[C:21]3[N:20]=[C:19]([CH:22]([O:25][CH3:26])[O:23][CH3:24])[C:18]([CH2:27][N:28]4[CH2:33][CH2:32][N:31](C(OCC[Si](C)(C)C)=O)[CH2:30][C:29]4=[O:43])=[CH:17][C:16]=3[CH2:15][CH2:14][CH2:13]2)=[O:11])=[N:7][CH:8]=1)#[N:2].O.O.[F-].C([N+](CC)(CC)CC)C. Product: [C:1]([C:3]1[C:4]([NH:44][CH2:45][CH2:46][O:47][CH3:48])=[CH:5][C:6]([NH:9][C:10]([N:12]2[C:21]3[C:16](=[CH:17][C:18]([CH2:27][N:28]4[CH2:33][CH2:32][NH:31][CH2:30][C:29]4=[O:43])=[C:19]([CH:22]([O:25][CH3:26])[O:23][CH3:24])[N:20]=3)[CH2:15][CH2:14][CH2:13]2)=[O:11])=[N:7][CH:8]=1)#[N:2]. The catalyst class is: 751.